This data is from Forward reaction prediction with 1.9M reactions from USPTO patents (1976-2016). The task is: Predict the product of the given reaction. Given the reactants [O:1]=[S:2]1(=[O:17])[CH2:7][CH2:6][N:5]([C:8]2[C:14]([F:15])=[CH:13][C:11]([NH2:12])=[CH:10][C:9]=2[F:16])[CH2:4][CH2:3]1.[O-]S(C(F)(F)F)(=O)=O.[Li+].[O:27]1[CH2:33][C@@H:28]1[C:29]([O:31][CH3:32])=[O:30], predict the reaction product. The product is: [O:17]=[S:2]1(=[O:1])[CH2:7][CH2:6][N:5]([C:8]2[C:14]([F:15])=[CH:13][C:11]([NH:12][CH2:33][C@@H:28]([OH:27])[C:29]([O:31][CH3:32])=[O:30])=[CH:10][C:9]=2[F:16])[CH2:4][CH2:3]1.